Dataset: Full USPTO retrosynthesis dataset with 1.9M reactions from patents (1976-2016). Task: Predict the reactants needed to synthesize the given product. (1) Given the product [Br:1][C:2]1[CH:7]=[CH:6][CH:5]=[C:4]([Br:8])[C:3]=1[S:9]([NH:23][C:19]([CH3:22])([CH3:21])[CH3:20])(=[O:11])=[O:10], predict the reactants needed to synthesize it. The reactants are: [Br:1][C:2]1[CH:7]=[CH:6][CH:5]=[C:4]([Br:8])[C:3]=1[S:9](Cl)(=[O:11])=[O:10].C(=O)([O-])[O-].[K+].[K+].[C:19]([NH2:23])([CH3:22])([CH3:21])[CH3:20].O. (2) Given the product [NH:32]1[C:40]2[C:35](=[N:36][C:37]([C:41]#[N:44])=[CH:38][CH:39]=2)[CH:34]=[CH:33]1, predict the reactants needed to synthesize it. The reactants are: FC1C2C(C(=O)NC)=C(C3C=CC(F)=CC=3)OC=2C=CC=1C1C=C(C=CC=1C)C(O)=O.[NH:32]1[C:40]2[C:35](=[N:36][C:37]([C:41]3([NH2:44])CC3)=[CH:38][CH:39]=2)[CH:34]=[CH:33]1. (3) Given the product [Br:1][C:2]1[CH:7]=[C:6]([F:8])[CH:5]=[C:4]([O:9][C@H:17]2[CH2:18][CH2:19][C@H:14]([C:11]([CH3:13])([CH3:12])[CH3:10])[CH2:15][CH2:16]2)[CH:3]=1, predict the reactants needed to synthesize it. The reactants are: [Br:1][C:2]1[CH:3]=[C:4]([OH:9])[CH:5]=[C:6]([F:8])[CH:7]=1.[CH3:10][C:11]([C@H:14]1[CH2:19][CH2:18][C@@H:17](OS(C)(=O)=O)[CH2:16][CH2:15]1)([CH3:13])[CH2+:12].C([O-])([O-])=O.[Cs+].[Cs+]. (4) Given the product [CH2:8]([C:4]1([CH:1]([CH3:3])[CH3:2])[CH2:11][C:12](=[O:36])[N:13]([CH2:14][C:15]2[CH:20]=[C:19]([C:21]([F:24])([F:22])[F:23])[CH:18]=[CH:17][C:16]=2[O:25][Si:26]([CH:30]([CH3:31])[CH3:32])([CH:27]([CH3:29])[CH3:28])[CH:33]([CH3:34])[CH3:35])[C:5]1=[O:6])[CH:9]=[CH2:10], predict the reactants needed to synthesize it. The reactants are: [CH:1]([C:4]([CH2:11][C:12](=[O:36])[NH:13][CH2:14][C:15]1[CH:20]=[C:19]([C:21]([F:24])([F:23])[F:22])[CH:18]=[CH:17][C:16]=1[O:25][Si:26]([CH:33]([CH3:35])[CH3:34])([CH:30]([CH3:32])[CH3:31])[CH:27]([CH3:29])[CH3:28])([CH2:8][CH:9]=[CH2:10])[C:5]([O-])=[O:6])([CH3:3])[CH3:2].C[O-].[Na+]. (5) The reactants are: N[C:2]1[N:7]=[C:6]([C:8]([O:10][CH3:11])=[O:9])[CH:5]=[N:4][C:3]=1[C:12]1[CH:17]=[C:16]([O:18][CH3:19])[CH:15]=[CH:14][C:13]=1[F:20].C[Si]([Br:25])(C)C.C(ON=O)CC(C)C.C(=O)(O)[O-].[Na+]. Given the product [Br:25][C:2]1[N:7]=[C:6]([C:8]([O:10][CH3:11])=[O:9])[CH:5]=[N:4][C:3]=1[C:12]1[CH:17]=[C:16]([O:18][CH3:19])[CH:15]=[CH:14][C:13]=1[F:20], predict the reactants needed to synthesize it.